From a dataset of Forward reaction prediction with 1.9M reactions from USPTO patents (1976-2016). Predict the product of the given reaction. (1) Given the reactants Cl[C:2]1[N:7]=[C:6]([N:8]([CH2:11][CH3:12])[CH2:9][CH3:10])[CH:5]=[C:4]([CH3:13])[CH:3]=1.B1(C=C)OB([CH:20]=[CH2:21])OB(C=C)O1.C1C=CN=CC=1.C([O-])([O-])=O.[K+].[K+], predict the reaction product. The product is: [CH2:9]([N:8]([CH2:11][CH3:12])[C:6]1[CH:5]=[C:4]([CH3:13])[CH:3]=[C:2]([CH:20]=[CH2:21])[N:7]=1)[CH3:10]. (2) The product is: [CH3:21][N:20]([CH3:22])[CH2:19][CH2:18][N:8]1[CH:9]=[C:10]([C:11]2[CH:16]=[CH:15][C:14]([F:17])=[CH:13][CH:12]=2)[C:6]([C:4]([OH:5])=[O:3])=[N:7]1. Given the reactants C([O:3][C:4]([C:6]1[C:10]([C:11]2[CH:16]=[CH:15][C:14]([F:17])=[CH:13][CH:12]=2)=[CH:9][N:8]([CH2:18][CH2:19][N:20]([CH3:22])[CH3:21])[N:7]=1)=[O:5])C.[OH-].[Na+].CO, predict the reaction product. (3) The product is: [CH3:25][O:24][C@@H:21]1[CH2:22][CH2:23][N:19]([C:17]([C:15]2[S:16][C:9]3[C:10](=[N:11][CH:12]=[CH:13][C:8]=3[O:36][C:32]3[CH:33]=[C:34]4[C:29](=[CH:30][CH:31]=3)[NH:28][C:27]([CH3:26])=[CH:35]4)[CH:14]=2)=[O:18])[CH2:20]1. Given the reactants C([O-])([O-])=O.[Cs+].[Cs+].Cl[C:8]1[CH:13]=[CH:12][N:11]=[C:10]2[CH:14]=[C:15]([C:17]([N:19]3[CH2:23][CH2:22][C@@H:21]([O:24][CH3:25])[CH2:20]3)=[O:18])[S:16][C:9]=12.[CH3:26][C:27]1[NH:28][C:29]2[C:34]([CH:35]=1)=[CH:33][C:32]([OH:36])=[CH:31][CH:30]=2, predict the reaction product. (4) Given the reactants [Cl:1][C:2]1[CH:7]=[C:6]([S:8]([CH3:11])(=[O:10])=[O:9])[CH:5]=[CH:4][C:3]=1[C:12]1[CH:17]=[CH:16][C:15]([C@H:18]([NH:23][C@H:24]([C:30](O)=[O:31])[CH2:25][C:26]([F:29])([CH3:28])[CH3:27])[C:19]([F:22])([F:21])[F:20])=[CH:14][CH:13]=1.[NH2:33][C@H:34]([C:45]#[N:46])[CH2:35][C:36]1[CH:43]=[CH:42][C:39]([C:40]#[N:41])=[CH:38][C:37]=1[F:44], predict the reaction product. The product is: [C:45]([CH:34]([NH:33][C:30](=[O:31])[C@@H:24]([NH:23][C@@H:18]([C:15]1[CH:16]=[CH:17][C:12]([C:3]2[CH:4]=[CH:5][C:6]([S:8]([CH3:11])(=[O:10])=[O:9])=[CH:7][C:2]=2[Cl:1])=[CH:13][CH:14]=1)[C:19]([F:22])([F:21])[F:20])[CH2:25][C:26]([F:29])([CH3:27])[CH3:28])[CH2:35][C:36]1[CH:43]=[CH:42][C:39]([C:40]#[N:41])=[CH:38][C:37]=1[F:44])#[N:46]. (5) Given the reactants [CH3:1][C:2]([CH3:14])([CH3:13])/[CH:3]=[C:4](\[CH2:8][CH2:9][CH2:10][CH2:11][CH3:12])/[C:5]([OH:7])=O.C[Li].[CH3:17]CCCCC, predict the reaction product. The product is: [CH3:13][C:2]([CH3:1])([CH3:14])/[CH:3]=[C:4](\[CH2:8][CH2:9][CH2:10][CH2:11][CH3:12])/[C:5](=[O:7])[CH3:17]. (6) Given the reactants C(OC(=O)[NH:7][CH2:8][CH2:9][CH:10]([N:12]1[CH2:17][CH2:16][CH:15]([NH:18][CH:19]([C:22]2[CH:27]=[CH:26][CH:25]=[CH:24][CH:23]=2)[CH2:20][OH:21])[CH2:14][CH2:13]1)[CH3:11])(C)(C)C.FC(F)(F)C(O)=O.C(=O)([O-])[O-].[K+].[K+], predict the reaction product. The product is: [NH2:7][CH2:8][CH2:9][CH:10]([N:12]1[CH2:13][CH2:14][CH:15]([NH:18][CH:19]([C:22]2[CH:23]=[CH:24][CH:25]=[CH:26][CH:27]=2)[CH2:20][OH:21])[CH2:16][CH2:17]1)[CH3:11].